This data is from Reaction yield outcomes from USPTO patents with 853,638 reactions. The task is: Predict the reaction yield, written as a fraction of the theoretical maximum amount of product (1.0 means a 100% yield; for example, 0.34 means a 34% yield). (1) The reactants are Br[C:2]1[C:3]([O:17][CH3:18])=[C:4]([CH2:8][NH:9][C:10](=[O:16])[O:11][C:12]([CH3:15])([CH3:14])[CH3:13])[CH:5]=[CH:6][CH:7]=1.C1(P(C2CCCCC2)C2C=CC3C(=CC=CC=3)C=2C2C3C(=CC=CC=3)C=CC=2OC)CCCCC1.[O-]P([O-])([O-])=O.[K+].[K+].[K+].[CH3:62][C:63]([Si:66]([CH3:79])([CH3:78])[O:67][CH2:68][C:69]1[CH:70]=[C:71](B(O)O)[CH:72]=[CH:73][CH:74]=1)([CH3:65])[CH3:64]. The catalyst is O1CCOCC1.CC([O-])=O.CC([O-])=O.[Pd+2]. The product is [CH3:65][C:63]([Si:66]([CH3:79])([CH3:78])[O:67][CH2:68][C:69]1[CH:70]=[C:71]([C:2]2[CH:7]=[CH:6][CH:5]=[C:4]([CH2:8][NH:9][C:10](=[O:16])[O:11][C:12]([CH3:15])([CH3:14])[CH3:13])[C:3]=2[O:17][CH3:18])[CH:72]=[CH:73][CH:74]=1)([CH3:62])[CH3:64]. The yield is 0.720. (2) The reactants are [N:1]1[C:9]([NH2:10])=[C:8]2[C:4]([N:5]=[CH:6][NH:7]2)=[N:3][CH:2]=1.C1(=O)[O:16][C@H:14]([CH3:15])[CH2:13]O1.C1(C)C=CC=CC=1.CS(O)(=O)=O. The catalyst is CN(C=O)C.[OH-].[Na+]. The product is [OH:16][C@H:14]([CH3:15])[CH2:13][N:5]1[CH:6]=[N:7][C:8]2[C:4]1=[N:3][CH:2]=[N:1][C:9]=2[NH2:10]. The yield is 0.750.